This data is from Full USPTO retrosynthesis dataset with 1.9M reactions from patents (1976-2016). The task is: Predict the reactants needed to synthesize the given product. (1) Given the product [Br:1][C:2]1[S:3][C:4]([C:13]2[CH:14]=[CH:15][C:10]([O:9][CH3:8])=[CH:11][CH:12]=2)=[CH:5][CH:6]=1, predict the reactants needed to synthesize it. The reactants are: [Br:1][C:2]1[S:3][C:4](Br)=[CH:5][CH:6]=1.[CH3:8][O:9][C:10]1[CH:15]=[CH:14][C:13](B(O)O)=[CH:12][CH:11]=1. (2) Given the product [F:22][C:23]1[CH:30]=[CH:29][C:26]([CH2:27][C:8]2[CH:9]=[C:10]([CH:13]=[C:14]([O:16][C:17]([F:18])([F:19])[F:20])[CH:15]=2)[CH:11]=[O:12])=[CH:25][CH:24]=1, predict the reactants needed to synthesize it. The reactants are: CC1(C)COB([C:8]2[CH:9]=[C:10]([CH:13]=[C:14]([O:16][C:17]([F:20])([F:19])[F:18])[CH:15]=2)[CH:11]=[O:12])OC1.[F:22][C:23]1[CH:30]=[CH:29][C:26]([CH2:27]Br)=[CH:25][CH:24]=1.C(=O)([O-])[O-].[Na+].[Na+].O.